This data is from CYP2D6 inhibition data for predicting drug metabolism from PubChem BioAssay. The task is: Regression/Classification. Given a drug SMILES string, predict its absorption, distribution, metabolism, or excretion properties. Task type varies by dataset: regression for continuous measurements (e.g., permeability, clearance, half-life) or binary classification for categorical outcomes (e.g., BBB penetration, CYP inhibition). Dataset: cyp2d6_veith. (1) The result is 0 (non-inhibitor). The drug is N#CCCn1c(=O)c(-c2ccc(Cl)cc2)nc2cnc(N3CCNCC3)nc21. (2) The drug is CCCCCOCC(O)CCC(=O)NN. The result is 0 (non-inhibitor).